Dataset: Peptide-MHC class II binding affinity with 134,281 pairs from IEDB. Task: Regression. Given a peptide amino acid sequence and an MHC pseudo amino acid sequence, predict their binding affinity value. This is MHC class II binding data. (1) The peptide sequence is ERFAVNPGLLETSEGCR. The MHC is HLA-DPA10201-DPB10501 with pseudo-sequence HLA-DPA10201-DPB10501. The binding affinity (normalized) is 0.196. (2) The peptide sequence is LFTIRQEMASRGLWD. The MHC is DRB1_0301 with pseudo-sequence DRB1_0301. The binding affinity (normalized) is 0.421. (3) The peptide sequence is SNKAFAEGLSGEPKG. The binding affinity (normalized) is 0.206. The MHC is HLA-DQA10102-DQB10602 with pseudo-sequence HLA-DQA10102-DQB10602. (4) The peptide sequence is ANATVYMIDSVLMPP. The MHC is DRB1_0401 with pseudo-sequence DRB1_0401. The binding affinity (normalized) is 0.0377.